This data is from Forward reaction prediction with 1.9M reactions from USPTO patents (1976-2016). The task is: Predict the product of the given reaction. (1) Given the reactants [F:1][C:2]1[CH:21]=[CH:20][C:5]2[C:6]([C:9]3[CH:14]=[CH:13][C:12]([O:15][CH2:16][C@H:17]4[CH2:19][O:18]4)=[CH:11][CH:10]=3)=[N:7][O:8][C:4]=2[CH:3]=1.[CH3:22][O:23][CH2:24][C@@H:25]1[CH2:29][CH2:28][CH2:27][NH:26]1, predict the reaction product. The product is: [F:1][C:2]1[CH:21]=[CH:20][C:5]2[C:6]([C:9]3[CH:14]=[CH:13][C:12]([O:15][CH2:16][CH:17]([OH:18])[CH2:19][N:26]4[CH2:27][CH2:28][CH2:29][CH:25]4[CH2:24][O:23][CH3:22])=[CH:11][CH:10]=3)=[N:7][O:8][C:4]=2[CH:3]=1. (2) Given the reactants [C:1]([CH2:3][C:4]([O:6][CH2:7][CH3:8])=[O:5])#[N:2].[H-].[Na+].Cl[C:12]1[CH:17]=[CH:16][C:15]([O:18][CH3:19])=[CH:14][C:13]=1[N+:20]([O-:22])=[O:21], predict the reaction product. The product is: [CH2:7]([O:6][C:4](=[O:5])[CH:3]([C:1]#[N:2])[C:12]1[CH:17]=[CH:16][C:15]([O:18][CH3:19])=[CH:14][C:13]=1[N+:20]([O-:22])=[O:21])[CH3:8].